Dataset: Reaction yield outcomes from USPTO patents with 853,638 reactions. Task: Predict the reaction yield, written as a fraction of the theoretical maximum amount of product (1.0 means a 100% yield; for example, 0.34 means a 34% yield). (1) The reactants are [F:1][C:2]1[CH:7]=[C:6]([CH3:8])[CH:5]=[CH:4][C:3]=1[N:9]1[CH2:14][CH2:13][NH:12][CH2:11][CH2:10]1.[N:15]1([C:21]2[CH:29]=[CH:28][C:27]([N+:30]([O-:32])=[O:31])=[CH:26][C:22]=2[C:23](Cl)=[O:24])[CH2:20][CH2:19][O:18][CH2:17][CH2:16]1. No catalyst specified. The product is [F:1][C:2]1[CH:7]=[C:6]([CH3:8])[CH:5]=[CH:4][C:3]=1[N:9]1[CH2:10][CH2:11][N:12]([C:23]([C:22]2[CH:26]=[C:27]([N+:30]([O-:32])=[O:31])[CH:28]=[CH:29][C:21]=2[N:15]2[CH2:20][CH2:19][O:18][CH2:17][CH2:16]2)=[O:24])[CH2:13][CH2:14]1. The yield is 0.700. (2) The reactants are ClC(Cl)(Cl)C[O:4][C:5](=O)[NH:6][C:7]1[C:8]([CH3:27])=[C:9]([CH3:26])[C:10]2[O:14][CH2:13][CH:12]([C:15]3[CH:20]=[CH:19][C:18]([CH:21]([CH3:23])[CH3:22])=[CH:17][CH:16]=3)[C:11]=2[C:24]=1[CH3:25].[CH3:31][N:32]([CH3:36])[CH2:33][CH2:34][NH2:35]. The catalyst is CCCCCC.C(OCC)(=O)C. The product is [CH3:31][N:32]([CH3:36])[CH2:33][CH2:34][NH:35][C:5]([NH:6][C:7]1[C:8]([CH3:27])=[C:9]([CH3:26])[C:10]2[O:14][CH2:13][CH:12]([C:15]3[CH:16]=[CH:17][C:18]([CH:21]([CH3:22])[CH3:23])=[CH:19][CH:20]=3)[C:11]=2[C:24]=1[CH3:25])=[O:4]. The yield is 0.540. (3) The reactants are CC1(C)[O:6][C@@H:5]([CH2:7][O:8][NH:9][C:10]([C:12]2[N:20]([CH2:21][C:22]3[CH:27]=[CH:26][C:25]([C:28]#[CH:29])=[CH:24][C:23]=3[F:30])[C:15]3=[CH:16][N:17]=[CH:18][CH:19]=[C:14]3[CH:13]=2)=[O:11])[CH2:4][O:3]1.Cl. No catalyst specified. The product is [OH:6][C@H:5]([CH2:4][OH:3])[CH2:7][O:8][NH:9][C:10]([C:12]1[N:20]([CH2:21][C:22]2[CH:27]=[CH:26][C:25]([C:28]#[CH:29])=[CH:24][C:23]=2[F:30])[C:15]2=[CH:16][N:17]=[CH:18][CH:19]=[C:14]2[CH:13]=1)=[O:11]. The yield is 0.180. (4) The reactants are [Cl:1][C:2]1[CH:3]=[C:4]([CH:23]=[C:24]([Cl:26])[CH:25]=1)[CH2:5][C@H:6]1[O:11][CH2:10][C:9]([CH3:13])([CH3:12])[N:8](CC2C=CC(OC)=CC=2)[CH2:7]1. The catalyst is O.C(#N)C.CO. The product is [Cl:1][C:2]1[CH:3]=[C:4]([CH:23]=[C:24]([Cl:26])[CH:25]=1)[CH2:5][C@H:6]1[O:11][CH2:10][C:9]([CH3:12])([CH3:13])[NH:8][CH2:7]1. The yield is 0.980.